Dataset: Tyrosyl-DNA phosphodiesterase HTS with 341,365 compounds. Task: Binary Classification. Given a drug SMILES string, predict its activity (active/inactive) in a high-throughput screening assay against a specified biological target. (1) The drug is S([O-])(=O)(=O)c1c(N\N=C2/N=C(C(=O)C(=C2COP([O-])([O-])=O)C=O)C)cc(S([O-])(=O)=O)cc1. The result is 1 (active). (2) The compound is O1N=C(CC1C(=O)Nc1c(n(n(c1=O)c1ccccc1)C)C)c1cc(OC)c(OC)cc1. The result is 0 (inactive). (3) The drug is OC1C23C(N(C1)Cc1c2cc2OCOc2c1OC)CC(OC)C=C3. The result is 0 (inactive). (4) The compound is s1c(nc(CNC(=O)c2ccsc2)c1)c1sccc1. The result is 0 (inactive). (5) The compound is s1c(NC(=O)CSc2nc(cc(n2)C)C(F)(F)F)c(c(c1C(OCC)=O)C)C#N. The result is 0 (inactive). (6) The molecule is O=C(N(CC(C)C)CC(C)C)COC(=O)c1nn2c(ccnc2n1)C. The result is 0 (inactive). (7) The compound is S=C(NC1CCCCC1)NCC(N1CCOCC1)c1cccnc1. The result is 0 (inactive).